This data is from Forward reaction prediction with 1.9M reactions from USPTO patents (1976-2016). The task is: Predict the product of the given reaction. (1) Given the reactants CN([CH:4]=[C:5]1[C:10](=O)[C:9]([O:12][CH2:13][CH3:14])=[CH:8][CH2:7][CH2:6]1)C.[CH2:15]([S:22][C:23](=[NH:25])[NH2:24])[C:16]1[CH:21]=[CH:20][CH:19]=[CH:18][CH:17]=1, predict the reaction product. The product is: [CH2:15]([S:22][C:23]1[N:24]=[CH:4][C:5]2[CH2:6][CH2:7][CH:8]=[C:9]([O:12][CH2:13][CH3:14])[C:10]=2[N:25]=1)[C:16]1[CH:21]=[CH:20][CH:19]=[CH:18][CH:17]=1. (2) The product is: [F:1][C:2]1[CH:3]=[C:100]([NH:99][C:101](=[O:102])[CH2:72][C:71]([NH:70][C:73]2[CH:74]=[CH:35][C:34]([F:33])=[CH:39][CH:75]=2)=[O:88])[CH:5]=[CH:6][C:7]=1[O:8][C:9]1[C:14]2=[C:15]([CH3:18])[CH:16]=[CH:17][N:13]2[N:12]=[CH:11][N:10]=1. Given the reactants [F:1][C:2]1[CH:3]=C(NC(NC(=O)CC2C=CC(F)=CC=2)=S)[CH:5]=[CH:6][C:7]=1[O:8][C:9]1[C:14]2=[C:15]([CH3:18])[CH:16]=[CH:17][N:13]2[N:12]=[CH:11][N:10]=1.[F:33][C:34]1[CH:35]=C(NC(NC(=O)CC2C=[CH:39][C:34]([F:33])=[CH:35]C=2)=S)C=C[C:39]=1OC1C2=C(C)C(OC)=CN2N=CN=1.C([N:70]([CH:73]([CH3:75])[CH3:74])[CH2:71][CH3:72])(C)C.[B-](F)(F)(F)F.CN(C([O:88]N1N=NC2C1=CC=CC=2)=[N+](C)C)C.C[N:99]([CH:101]=[O:102])[CH3:100], predict the reaction product. (3) Given the reactants Cl[CH2:2][C:3]([C:5]1[CH:10]=[CH:9][N:8]=[C:7]([Cl:11])[CH:6]=1)=O.C(OC([N:19]1[CH2:24][CH:23]2[CH2:25][CH:20]1[CH2:21][N:22]2[C:26](=[S:28])[NH2:27])=O)(C)(C)C, predict the reaction product. The product is: [Cl:11][C:7]1[CH:6]=[C:5]([C:3]2[N:27]=[C:26]([N:22]3[CH2:21][CH:20]4[CH2:25][CH:23]3[CH2:24][NH:19]4)[S:28][CH:2]=2)[CH:10]=[CH:9][N:8]=1. (4) Given the reactants [F:1][C:2]([F:26])([F:25])[C:3]1[CH:24]=[CH:23][CH:22]=[CH:21][C:4]=1[O:5][C@H:6]1[CH2:10][CH2:9][N:8]([C:11]2[N:16]=[N:15][C:14]([C:17]([NH:19][NH2:20])=[O:18])=[CH:13][CH:12]=2)[CH2:7]1.[C:27]([O:30][CH2:31][C:32](Cl)=[O:33])(=[O:29])[CH3:28], predict the reaction product. The product is: [C:27]([O:30][CH2:31][C:32](=[O:33])[NH:20][NH:19][C:17]([C:14]1[N:15]=[N:16][C:11]([N:8]2[CH2:9][CH2:10][C@H:6]([O:5][C:4]3[CH:21]=[CH:22][CH:23]=[CH:24][C:3]=3[C:2]([F:25])([F:1])[F:26])[CH2:7]2)=[CH:12][CH:13]=1)=[O:18])(=[O:29])[CH3:28]. (5) Given the reactants Cl[C:2]([O:4][CH3:5])=[O:3].[CH3:6][O:7][N:8]1[C:17]2[C:12](=[CH:13][CH:14]=[CH:15][CH:16]=2)[CH2:11][C@@H:10]([NH2:18])[C:9]1=[O:19].C(=O)(O)[O-].[Na+], predict the reaction product. The product is: [CH3:6][O:7][N:8]1[C:17]2[C:12](=[CH:13][CH:14]=[CH:15][CH:16]=2)[CH2:11][C@@H:10]([NH:18][C:2](=[O:3])[O:4][CH3:5])[C:9]1=[O:19]. (6) The product is: [Br:1][C:2]1[CH:3]=[CH:4][C:5]([O:6][CH2:7][CH:8]2[CH2:9][NH:10][CH2:11]2)=[CH:19][CH:20]=1. Given the reactants [Br:1][C:2]1[CH:20]=[CH:19][C:5]([O:6][CH2:7][CH:8]2[CH2:11][N:10](C(OC(C)(C)C)=O)[CH2:9]2)=[CH:4][CH:3]=1.C(O)(C(F)(F)F)=O, predict the reaction product. (7) Given the reactants C[O:2][C:3]1[CH:35]=[CH:34][C:6]2[C:7]3[CH:8]([C:19]4[CH:33]=[CH:32][C:22]([O:23][CH2:24][CH2:25][N:26]5[CH2:31][CH2:30][CH2:29][CH2:28][CH2:27]5)=[CH:21][CH:20]=4)[O:9][CH2:10][C:11]4[CH:18]=[CH:17][CH:16]=[CH:15][C:12]=4[C:13]=3[S:14][C:5]=2[CH:4]=1, predict the reaction product. The product is: [N:26]1([CH2:25][CH2:24][O:23][C:22]2[CH:21]=[CH:20][C:19]([CH:8]3[C:7]4[C:6]5[CH:34]=[CH:35][C:3]([OH:2])=[CH:4][C:5]=5[S:14][C:13]=4[C:12]4[CH:15]=[CH:16][CH:17]=[CH:18][C:11]=4[CH2:10][O:9]3)=[CH:33][CH:32]=2)[CH2:31][CH2:30][CH2:29][CH2:28][CH2:27]1.